From a dataset of Forward reaction prediction with 1.9M reactions from USPTO patents (1976-2016). Predict the product of the given reaction. (1) Given the reactants Br[C:2]1[CH:3]=[C:4]2[C:9](=[CH:10][CH:11]=1)[N:8]=[CH:7][C:6]([C:12]([CH:14]1[CH2:16][CH2:15]1)=[O:13])=[C:5]2[N:17]1[CH2:22][CH2:21][CH:20]([N:23]2[CH2:28][CH2:27][N:26]([CH3:29])[CH2:25][CH2:24]2)[CH2:19][CH2:18]1.[Cl:30][C:31]1[CH:36]=[C:35](B2OC(C)(C)C(C)(C)O2)[CH:34]=[C:33]([O:46][CH3:47])[C:32]=1[OH:48], predict the reaction product. The product is: [Cl:30][C:31]1[CH:36]=[C:35]([C:2]2[CH:3]=[C:4]3[C:9](=[CH:10][CH:11]=2)[N:8]=[CH:7][C:6]([C:12]([CH:14]2[CH2:15][CH2:16]2)=[O:13])=[C:5]3[N:17]2[CH2:18][CH2:19][CH:20]([N:23]3[CH2:24][CH2:25][N:26]([CH3:29])[CH2:27][CH2:28]3)[CH2:21][CH2:22]2)[CH:34]=[C:33]([O:46][CH3:47])[C:32]=1[OH:48]. (2) Given the reactants [C:1]([O:6][CH3:7])(=[O:5])[C:2]([CH3:4])=[CH2:3].[CH3:8][O:9][CH2:10][CH2:11][O:12][CH2:13][CH2:14][O:15][CH2:16][CH2:17][O:18][CH2:19]CO, predict the reaction product. The product is: [C:1]([O:6][CH2:7][CH2:19][O:18][CH2:17][CH2:16][O:15][CH2:14][CH2:13][O:12][CH2:11][CH2:10][O:9][CH3:8])(=[O:5])[C:2]([CH3:4])=[CH2:3]. (3) Given the reactants [F:1][C:2]1[CH:7]=[CH:6][CH:5]=[C:4]([F:8])[C:3]=1[N:9]1[C:14]2[N:15]=[C:16]([S:29][CH3:30])[N:17]=[C:18]([C:19]3[CH:20]=[C:21]([CH:25]=[CH:26][C:27]=3[CH3:28])[C:22]([OH:24])=[O:23])[C:13]=2[CH:12]=[CH:11][C:10]1=[O:31].ClC1C=C(C(OO)=[O:40])C=CC=1.CCOC(C)=O, predict the reaction product. The product is: [F:8][C:4]1[CH:5]=[CH:6][CH:7]=[C:2]([F:1])[C:3]=1[N:9]1[C:14]2[N:15]=[C:16]([S:29]([CH3:30])=[O:40])[N:17]=[C:18]([C:19]3[CH:20]=[C:21]([CH:25]=[CH:26][C:27]=3[CH3:28])[C:22]([OH:24])=[O:23])[C:13]=2[CH:12]=[CH:11][C:10]1=[O:31]. (4) The product is: [Cl:1][C:2]1[CH:10]=[C:9]2[C:5]([CH:6]=[N:7][N:8]2[CH2:34][CH2:35][CH2:36][C:37]([O:39][CH2:40][CH3:41])=[O:38])=[CH:4][C:3]=1[C:11]1[N:15]=[C:14]([C:16]2[CH:17]=[N:18][C:19]([O:23][CH:24]([CH3:26])[CH3:25])=[C:20]([Cl:22])[CH:21]=2)[O:13][N:12]=1. Given the reactants [Cl:1][C:2]1[CH:10]=[C:9]2[C:5]([CH:6]=[N:7][NH:8]2)=[CH:4][C:3]=1[C:11]1[N:15]=[C:14]([C:16]2[CH:17]=[N:18][C:19]([O:23][CH:24]([CH3:26])[CH3:25])=[C:20]([Cl:22])[CH:21]=2)[O:13][N:12]=1.C(=O)([O-])[O-].[Cs+].[Cs+].Br[CH2:34][CH2:35][CH2:36][C:37]([O:39][CH2:40][CH3:41])=[O:38], predict the reaction product. (5) Given the reactants Br[C:2]1[C:10]2[C:5](=[N:6][CH:7]=[CH:8][N:9]=2)[S:4][C:3]=1[C:11]([NH:13][C:14]1[CH:19]=[C:18]([NH:20][C:21](=[O:33])[C:22]2[CH:27]=[CH:26][CH:25]=[C:24]([C:28]([C:31]#[N:32])([CH3:30])[CH3:29])[CH:23]=2)[CH:17]=[CH:16][C:15]=1[CH3:34])=[O:12].Cl[CH2:36]Cl.[Cl-].C[Zn+].O, predict the reaction product. The product is: [C:31]([C:28]([C:24]1[CH:23]=[C:22]([CH:27]=[CH:26][CH:25]=1)[C:21]([NH:20][C:18]1[CH:17]=[CH:16][C:15]([CH3:34])=[C:14]([NH:13][C:11]([C:3]2[S:4][C:5]3=[N:6][CH:7]=[CH:8][N:9]=[C:10]3[C:2]=2[CH3:36])=[O:12])[CH:19]=1)=[O:33])([CH3:30])[CH3:29])#[N:32]. (6) Given the reactants C([Li])CCC.[CH3:6][N:7]1[C:15]2[C:10](=[CH:11][CH:12]=[CH:13][CH:14]=2)[C:9]([C:16]2[CH:21]=[CH:20][CH:19]=[CH:18][CH:17]=2)=[CH:8]1.[C:22]([O:26][CH2:27][CH3:28])(=[O:25])[CH:23]=[O:24].C1(C)C=CC=CC=1, predict the reaction product. The product is: [OH:24][CH:23]([C:8]1[N:7]([CH3:6])[C:15]2[C:10]([C:9]=1[C:16]1[CH:21]=[CH:20][CH:19]=[CH:18][CH:17]=1)=[CH:11][CH:12]=[CH:13][CH:14]=2)[C:22]([O:26][CH2:27][CH3:28])=[O:25]. (7) Given the reactants C([N:3](C(=O)C1C=CC(O)=CC=1)[C:4]1[CH:9]=[C:8]([O:10][CH3:11])[CH:7]=[CH:6][C:5]=1[C@H:12]1[CH2:21][CH2:20][C:19]2[CH:18]=[C:17]([O:22]C(=O)C(C)(C)C)[CH:16]=[CH:15][C:14]=2[CH2:13]1)C.[N:38]1([C:45](=O)[CH2:46]Cl)[CH2:44][CH2:43][CH2:42][CH2:41][CH2:40][CH2:39]1, predict the reaction product. The product is: [N:38]1([CH2:45][CH2:46][O:10][C:8]2[CH:9]=[CH:4][C:5]([CH2:12][CH2:13][CH2:14][NH:3][C:4]3[CH:9]=[C:8]([O:10][CH3:11])[CH:7]=[CH:6][C:5]=3[C@H:12]3[CH2:21][CH2:20][C:19]4[CH:18]=[C:17]([OH:22])[CH:16]=[CH:15][C:14]=4[CH2:13]3)=[CH:6][CH:7]=2)[CH2:44][CH2:43][CH2:42][CH2:41][CH2:40][CH2:39]1. (8) Given the reactants [NH2:1][C:2]1[C:7]([C:8]2[N:17]([C:18]3[CH:23]=[CH:22][C:21]([C:24]4([NH:28][C:29](=[O:35])[O:30][C:31]([CH3:34])([CH3:33])[CH3:32])[CH2:27][CH2:26][CH2:25]4)=[CH:20][CH:19]=3)[C:11]3=[N:12][C:13](Cl)=[CH:14][CH:15]=[C:10]3[N:9]=2)=[CH:6][CH:5]=[CH:4][N:3]=1.[CH2:36]([O:43][CH2:44][C@H:45]1[O:50][CH2:49][CH2:48][N:47]([C:51]2[CH:56]=[CH:55][CH:54]=[C:53](B3OC(C)(C)C(C)(C)O3)[CH:52]=2)[CH2:46]1)[C:37]1[CH:42]=[CH:41][CH:40]=[CH:39][CH:38]=1.[OH-].[Na+], predict the reaction product. The product is: [NH2:1][C:2]1[C:7]([C:8]2[N:17]([C:18]3[CH:23]=[CH:22][C:21]([C:24]4([NH:28][C:29](=[O:35])[O:30][C:31]([CH3:34])([CH3:33])[CH3:32])[CH2:27][CH2:26][CH2:25]4)=[CH:20][CH:19]=3)[C:11]3=[N:12][C:13]([C:55]4[CH:54]=[CH:53][CH:52]=[C:51]([N:47]5[CH2:48][CH2:49][O:50][C@H:45]([CH2:44][O:43][CH2:36][C:37]6[CH:42]=[CH:41][CH:40]=[CH:39][CH:38]=6)[CH2:46]5)[CH:56]=4)=[CH:14][CH:15]=[C:10]3[N:9]=2)=[CH:6][CH:5]=[CH:4][N:3]=1. (9) The product is: [CH3:1][O:2][C:3]1[CH:4]=[C:5]([CH:9]=[CH:10][C:11]=1[CH3:12])[C:6]([NH:61][C:59]1[S:58][C:48]2[C:49]([N:52]3[CH2:57][CH2:56][O:55][CH2:54][CH2:53]3)=[N:50][CH:51]=[C:46]([O:45][CH3:44])[C:47]=2[N:60]=1)=[O:8]. Given the reactants [CH3:1][O:2][C:3]1[CH:4]=[C:5]([CH:9]=[CH:10][C:11]=1[CH3:12])[C:6]([OH:8])=O.CN(C(ON1N=NC2C=CC=NC1=2)=[N+](C)C)C.F[P-](F)(F)(F)(F)F.CN1CCOCC1.[CH3:44][O:45][C:46]1[C:47]2[N:60]=[C:59]([NH2:61])[S:58][C:48]=2[C:49]([N:52]2[CH2:57][CH2:56][O:55][CH2:54][CH2:53]2)=[N:50][CH:51]=1, predict the reaction product.